Dataset: Forward reaction prediction with 1.9M reactions from USPTO patents (1976-2016). Task: Predict the product of the given reaction. (1) Given the reactants [CH3:1][C:2]([C:5]([NH2:7])=[NH:6])([CH3:4])[CH3:3].Cl.CC[O-].[Na+].C([O:15][CH:16]=[C:17]([C:23](OCC)=O)[C:18]([O:20][CH2:21][CH3:22])=[O:19])C, predict the reaction product. The product is: [C:2]([C:5]1[N:7]=[C:16]([OH:15])[C:17]([C:18]([O:20][CH2:21][CH3:22])=[O:19])=[CH:23][N:6]=1)([CH3:4])([CH3:3])[CH3:1]. (2) Given the reactants [CH2:1]([O:3][C:4](=[O:30])[CH2:5][C:6]1([C:9]2[CH:14]=[CH:13][C:12]([C:15]3[CH:20]=[CH:19][C:18](B4OC(C)(C)C(C)(C)O4)=[CH:17][CH:16]=3)=[CH:11][CH:10]=2)[CH2:8][CH2:7]1)[CH3:2].Br[C:32]1[CH:37]=[CH:36][N:35]=[CH:34][C:33]=1[CH:38]([OH:48])[CH2:39][CH2:40][CH2:41][C:42]1[CH:47]=[CH:46][CH:45]=[CH:44][CH:43]=1, predict the reaction product. The product is: [CH2:1]([O:3][C:4](=[O:30])[CH2:5][C:6]1([C:9]2[CH:10]=[CH:11][C:12]([C:15]3[CH:20]=[CH:19][C:18]([C:32]4[CH:37]=[CH:36][N:35]=[CH:34][C:33]=4[CH:38]([OH:48])[CH2:39][CH2:40][CH2:41][C:42]4[CH:47]=[CH:46][CH:45]=[CH:44][CH:43]=4)=[CH:17][CH:16]=3)=[CH:13][CH:14]=2)[CH2:7][CH2:8]1)[CH3:2]. (3) Given the reactants [NH2:1][C:2]1[CH:7]=[C:6]([O:8][CH3:9])[CH:5]=[CH:4][C:3]=1[OH:10].[F:11][C:12]1[CH:20]=[CH:19][C:18]([N+:21]([O-:23])=[O:22])=[CH:17][C:13]=1[C:14](Cl)=[O:15], predict the reaction product. The product is: [OH:10][C:3]1[CH:4]=[CH:5][C:6]([O:8][CH3:9])=[CH:7][C:2]=1[NH:1][C:14](=[O:15])[C:13]1[CH:17]=[C:18]([N+:21]([O-:23])=[O:22])[CH:19]=[CH:20][C:12]=1[F:11]. (4) Given the reactants [Cl:1][C:2]1[CH:7]=[CH:6][C:5]([C:8]2[CH:9]=[C:10]3[C:14](=[CH:15][CH:16]=2)[N:13](C2CCCCO2)[N:12]=[C:11]3[C:23]2[CH:28]=[C:27]([O:29]CC3C=CC(OCC)=CC=3)[N:26]=[C:25]([O:40][C@H:41]3[C@H:46]([F:47])[CH2:45][CH2:44][N:43](C(OCC4C=CC=CC=4)=O)[CH2:42]3)[N:24]=2)=[C:4]([F:58])[CH:3]=1.[C:59]([OH:65])([C:61]([F:64])([F:63])[F:62])=[O:60], predict the reaction product. The product is: [F:62][C:61]([F:64])([F:63])[C:59]([OH:65])=[O:60].[Cl:1][C:2]1[CH:7]=[CH:6][C:5]([C:8]2[CH:9]=[C:10]3[C:14](=[CH:15][CH:16]=2)[NH:13][N:12]=[C:11]3[C:23]2[N:24]=[C:25]([O:40][C@H:41]3[C@H:46]([F:47])[CH2:45][CH2:44][NH:43][CH2:42]3)[NH:26][C:27](=[O:29])[CH:28]=2)=[C:4]([F:58])[CH:3]=1. (5) Given the reactants C([C@H]1CO1)(C1C=CC=CC=1)C1C=CC=CC=1.C([Mg]Br)=C.[C:21]1([CH:27]([C:33]2[CH:38]=[CH:37][CH:36]=[CH:35][CH:34]=2)[C@@H:28]([OH:32])[CH2:29][CH:30]=[CH2:31])[CH:26]=[CH:25][CH:24]=[CH:23][CH:22]=1, predict the reaction product. The product is: [C:33]1([CH:27]([C:21]2[CH:22]=[CH:23][CH:24]=[CH:25][CH:26]=2)[C@H:28]([OH:32])[CH2:29][CH:30]=[CH2:31])[CH:34]=[CH:35][CH:36]=[CH:37][CH:38]=1. (6) Given the reactants C([O:9][C:10]1[CH:15]=[CH:14][C:13]([CH2:16][C:17]([O:19][CH3:20])=[O:18])=[C:12]([N+:21]([O-:23])=[O:22])[CH:11]=1)(=O)C1C=CC=CC=1.C[O-].[Na+], predict the reaction product. The product is: [CH3:20][O:19][C:17]([CH2:16][C:13]1[CH:14]=[CH:15][C:10]([OH:9])=[CH:11][C:12]=1[N+:21]([O-:23])=[O:22])=[O:18]. (7) Given the reactants C[O:2][C:3](=[O:29])[C@@H:4]([O:26][CH2:27][CH3:28])[CH2:5][C:6]1[CH:11]=[CH:10][C:9]([O:12][CH2:13][C:14]2[N:15]=[C:16]([C:20]([CH3:23])([CH3:22])[CH3:21])[O:17][C:18]=2[CH3:19])=[CH:8][C:7]=1[O:24][CH3:25].[Li+].[OH-], predict the reaction product. The product is: [C:20]([C:16]1[O:17][C:18]([CH3:19])=[C:14]([CH2:13][O:12][C:9]2[CH:10]=[CH:11][C:6]([CH2:5][C@H:4]([O:26][CH2:27][CH3:28])[C:3]([OH:29])=[O:2])=[C:7]([O:24][CH3:25])[CH:8]=2)[N:15]=1)([CH3:21])([CH3:23])[CH3:22]. (8) Given the reactants N[CH2:2][CH2:3][C@H:4]1[CH2:9][CH2:8][C@H:7]([NH:10][C:11](=[O:17])[O:12][C:13]([CH3:16])([CH3:15])[CH3:14])[CH2:6][CH2:5]1.[CH2:18]=O.[C:20]([BH3-])#[N:21].[Na+], predict the reaction product. The product is: [CH3:18][N:21]([CH3:20])[CH2:2][CH2:3][C@H:4]1[CH2:9][CH2:8][C@H:7]([NH:10][C:11](=[O:17])[O:12][C:13]([CH3:16])([CH3:15])[CH3:14])[CH2:6][CH2:5]1. (9) Given the reactants [C:1]([O:5][C:6]([NH:8][C:9]1[CH:10]=[C:11]2[C:15](=[CH:16][CH:17]=1)[CH2:14][C@H:13]([CH2:18]OS(C1C=CC(C)=CC=1)(=O)=O)[CH2:12]2)=[O:7])([CH3:4])([CH3:3])[CH3:2].[I-:30].[Li+], predict the reaction product. The product is: [C:1]([O:5][C:6](=[O:7])[NH:8][C:9]1[CH:10]=[C:11]2[C:15](=[CH:16][CH:17]=1)[CH2:14][C@H:13]([CH2:18][I:30])[CH2:12]2)([CH3:4])([CH3:3])[CH3:2].